Task: Predict the reactants needed to synthesize the given product.. Dataset: Full USPTO retrosynthesis dataset with 1.9M reactions from patents (1976-2016) (1) Given the product [Cl:1][C:2]1[C:3]([F:45])=[C:4]([C@H:8]2[C@H:9]3[N:10]([CH2:46][N:30]([C:31]4[CH:39]=[CH:38][C:34]([C:35]([OH:37])=[O:36])=[CH:33][C:32]=4[O:40][C:41]([F:43])([F:44])[F:42])[C:28]3=[O:29])[C@@H:11]([CH2:23][C:24]([CH3:25])([CH3:26])[CH3:27])[C@@:12]2([C:15]2[CH:20]=[CH:19][C:18]([Cl:21])=[CH:17][C:16]=2[F:22])[C:13]#[N:14])[CH:5]=[CH:6][CH:7]=1, predict the reactants needed to synthesize it. The reactants are: [Cl:1][C:2]1[C:3]([F:45])=[C:4]([C@@H:8]2[C@:12]([C:15]3[CH:20]=[CH:19][C:18]([Cl:21])=[CH:17][C:16]=3[F:22])([C:13]#[N:14])[C@H:11]([CH2:23][C:24]([CH3:27])([CH3:26])[CH3:25])[NH:10][C@H:9]2[C:28]([NH:30][C:31]2[CH:39]=[CH:38][C:34]([C:35]([OH:37])=[O:36])=[CH:33][C:32]=2[O:40][C:41]([F:44])([F:43])[F:42])=[O:29])[CH:5]=[CH:6][CH:7]=1.[CH3:46]OCCOC.C=O. (2) Given the product [O:19]=[C:14]1[N:13]([CH2:12][CH2:11][C:9]2[CH:8]=[CH:7][C:6]3[C:2](=[O:1])[O:3][CH2:4][C:5]=3[CH:10]=2)[CH2:18][CH2:17][N:16]([CH:21]2[CH2:30][CH2:29][C:28]3[CH:27]=[C:26]([C:31]#[N:32])[CH:25]=[CH:24][C:23]=3[CH2:22]2)[CH2:15]1, predict the reactants needed to synthesize it. The reactants are: [O:1]=[C:2]1[C:6]2[CH:7]=[CH:8][C:9]([CH2:11][CH2:12][N:13]3[CH2:18][CH2:17][NH:16][CH2:15][C:14]3=[O:19])=[CH:10][C:5]=2[CH2:4][O:3]1.O=[C:21]1[CH2:30][CH2:29][C:28]2[CH:27]=[C:26]([C:31]#[N:32])[CH:25]=[CH:24][C:23]=2[CH2:22]1.